This data is from Forward reaction prediction with 1.9M reactions from USPTO patents (1976-2016). The task is: Predict the product of the given reaction. (1) Given the reactants CS(O[CH:6]([C:24]1[CH:29]=[CH:28][C:27]([N+:30]([O-:32])=[O:31])=[CH:26][CH:25]=1)[CH2:7][CH2:8][CH:9](OS(C)(=O)=O)[C:10]1[CH:15]=[CH:14][C:13]([N+:16]([O-:18])=[O:17])=[CH:12][CH:11]=1)(=O)=O.[Br:33][C:34]1[CH:40]=[CH:39][C:37]([NH2:38])=[CH:36][CH:35]=1, predict the reaction product. The product is: [Br:33][C:34]1[CH:40]=[CH:39][C:37]([N:38]2[CH:9]([C:10]3[CH:15]=[CH:14][C:13]([N+:16]([O-:18])=[O:17])=[CH:12][CH:11]=3)[CH2:8][CH2:7][CH:6]2[C:24]2[CH:29]=[CH:28][C:27]([N+:30]([O-:32])=[O:31])=[CH:26][CH:25]=2)=[CH:36][CH:35]=1. (2) Given the reactants Br[C:2]1[CH:7]=[CH:6][C:5]([CH:8]([C:14]2[CH:19]=[CH:18][C:17]([F:20])=[C:16]([F:21])[CH:15]=2)[CH2:9][C:10]([NH:12][CH3:13])=[O:11])=[CH:4][CH:3]=1.CC1(C)C(C)(C)OB([C:30]2[CH:31]=[N:32][NH:33][CH:34]=2)O1, predict the reaction product. The product is: [F:21][C:16]1[CH:15]=[C:14]([CH:8]([C:5]2[CH:6]=[CH:7][C:2]([C:30]3[CH:31]=[N:32][NH:33][CH:34]=3)=[CH:3][CH:4]=2)[CH2:9][C:10]([NH:12][CH3:13])=[O:11])[CH:19]=[CH:18][C:17]=1[F:20]. (3) Given the reactants [CH3:1][C:2]([C:4]1[CH:9]=[CH:8][C:7]([NH2:10])=[CH:6][CH:5]=1)=[O:3].[C:11](Cl)(=[O:18])[C:12]1C=CC=CC=1, predict the reaction product. The product is: [CH3:1][C:2]([C:4]1[CH:9]=[CH:8][C:7]([NH:10][C:11]([CH3:12])=[O:18])=[CH:6][CH:5]=1)=[O:3]. (4) The product is: [CH3:18][O:17][CH2:15][C:9]1([O:20][C:21]2[CH:22]=[CH:23][C:24]([O:27][C:28]3[CH:33]=[CH:32][C:31]([C:34]4[O:35][CH:36]=[C:37]([C:39]5[CH:40]=[CH:41][C:42]([F:45])=[CH:43][CH:44]=5)[N:38]=4)=[CH:30][CH:29]=3)=[CH:25][CH:26]=2)[C:10](=[O:11])[NH:5][C:3](=[O:4])[NH:2][C:8]1=[O:7]. Given the reactants [Na].[NH2:2][C:3]([NH2:5])=[O:4].C[O:7][CH2:8][C:9]([O:20][C:21]1[CH:26]=[CH:25][C:24]([O:27][C:28]2[CH:33]=[CH:32][C:31]([C:34]3[O:35][CH:36]=[C:37]([C:39]4[CH:44]=[CH:43][C:42]([F:45])=[CH:41][CH:40]=4)[N:38]=3)=[CH:30][CH:29]=2)=[CH:23][CH:22]=1)([C:15]([O:17][CH2:18]C)=O)[C:10](OCC)=[O:11].[OH-].[Na+].Cl, predict the reaction product. (5) Given the reactants [C:1](Cl)(=[O:5])C(Cl)=O.[F:7][C:8]([F:29])([F:28])[O:9][C:10]1[CH:15]=[CH:14][C:13]([N:16]2[CH:20]=[N:19][C:18]([C:21]3[CH:27]=[CH:26][C:24]([NH2:25])=[CH:23][CH:22]=3)=[N:17]2)=[CH:12][CH:11]=1.C(N(CC)CC)C.[C:37]1([C:44]2[CH:49]=[CH:48][CH:47]=[CH:46][CH:45]=2)[C:38]([NH2:43])=[CH:39][CH:40]=[CH:41][CH:42]=1, predict the reaction product. The product is: [C:37]1([C:44]2[CH:45]=[CH:46][CH:47]=[CH:48][CH:49]=2)[CH:42]=[CH:41][CH:40]=[CH:39][C:38]=1[NH:43][C:1]([NH:25][C:24]1[CH:26]=[CH:27][C:21]([C:18]2[N:19]=[CH:20][N:16]([C:13]3[CH:12]=[CH:11][C:10]([O:9][C:8]([F:7])([F:28])[F:29])=[CH:15][CH:14]=3)[N:17]=2)=[CH:22][CH:23]=1)=[O:5]. (6) Given the reactants [CH3:1][C:2]1[CH:7]=[CH:6][N:5]=[C:4]([NH:8][CH:9]2[CH2:12][N:11](C(OC(C)(C)C)=O)[CH2:10]2)[CH:3]=1.FC(F)(F)C(O)=O, predict the reaction product. The product is: [NH:11]1[CH2:10][CH:9]([NH:8][C:4]2[CH:3]=[C:2]([CH3:1])[CH:7]=[CH:6][N:5]=2)[CH2:12]1. (7) Given the reactants [CH3:1][O:2][CH2:3][CH2:4][O:5][C:6]1[CH:7]=[C:8]2[C:12](=[C:13]([N+:15]([O-])=O)[CH:14]=1)[NH:11][C:10]([C:18]([O:20][CH2:21][CH3:22])=[O:19])=[CH:9]2, predict the reaction product. The product is: [NH2:15][C:13]1[CH:14]=[C:6]([O:5][CH2:4][CH2:3][O:2][CH3:1])[CH:7]=[C:8]2[C:12]=1[NH:11][C:10]([C:18]([O:20][CH2:21][CH3:22])=[O:19])=[CH:9]2.